Dataset: Full USPTO retrosynthesis dataset with 1.9M reactions from patents (1976-2016). Task: Predict the reactants needed to synthesize the given product. (1) Given the product [CH2:18]([O:1][C:2]1[C:11]2[O:10][CH2:9][C@H:8]([CH2:12][O:13][S:14]([CH3:17])(=[O:16])=[O:15])[O:7][C:6]=2[CH:5]=[CH:4][CH:3]=1)[C:19]1[CH:24]=[CH:23][CH:22]=[CH:21][CH:20]=1, predict the reactants needed to synthesize it. The reactants are: [OH:1][C:2]1[C:11]2[O:10][CH2:9][C@H:8]([CH2:12][O:13][S:14]([CH3:17])(=[O:16])=[O:15])[O:7][C:6]=2[CH:5]=[CH:4][CH:3]=1.[CH2:18](Br)[C:19]1[CH:24]=[CH:23][CH:22]=[CH:21][CH:20]=1.C(=O)([O-])[O-].[K+].[K+]. (2) Given the product [C:1]([CH2:4][CH2:5][C:6]1[CH:11]=[C:10](/[C:14](=[CH:47]\[CH:48]=[C:49]2\[N:50]([CH2:72][CH2:73][CH2:95][CH2:94][S:36]([O-:39])(=[O:38])=[O:37])[C:51]3[CH:52]=[CH:53][C:54]4[C:63]([S:64]([O-:67])(=[O:66])=[O:65])=[CH:62][C:61]([S:68]([O-:71])(=[O:70])=[O:69])=[CH:60][C:55]=4[C:56]=3[C:57]\2([CH3:58])[CH3:59])/[CH:15]=[CH:16]/[C:17]2[C:25]([CH3:27])([CH3:26])[C:24]3[C:23]4[CH:28]=[C:29]([S:36]([O-:39])(=[O:38])=[O:37])[CH:30]=[C:31]([S:32]([O-:35])(=[O:33])=[O:34])[C:22]=4[CH:21]=[CH:20][C:19]=3[N+:18]=2[CH2:40][CH2:41][CH2:42][CH2:31][S:32]([O-:35])(=[O:34])=[O:33])[CH:9]=[CH:8][CH:7]=1)([OH:3])=[O:2].[Na+:79].[Na+:79].[Na+:79].[Na+:79].[Na+:79], predict the reactants needed to synthesize it. The reactants are: [C:1]([CH2:4][CH2:5][CH2:6][CH2:7][C:8]1[CH:9]=[C:10](/[C:14](=[CH:47]\[CH:48]=[C:49]2\[N:50]([CH2:72][CH2:73]CS([O-])(=O)=O)[C:51]3[CH:52]=[CH:53][C:54]4[C:63]([S:64]([O-:67])(=[O:66])=[O:65])=[CH:62][C:61]([S:68]([O-:71])(=[O:70])=[O:69])=[CH:60][C:55]=4[C:56]=3[C:57]\2([CH3:59])[CH3:58])/[CH:15]=[CH:16]/[C:17]2[C:25]([CH3:27])([CH3:26])[C:24]3[C:23]4[CH:28]=[C:29]([S:36]([O-:39])(=[O:38])=[O:37])[CH:30]=[C:31]([S:32]([O-:35])(=[O:34])=[O:33])[C:22]=4[CH:21]=[CH:20][C:19]=3[N+:18]=2[CH2:40][CH2:41][CH2:42]S([O-])(=O)=O)[CH:11]=CC=1)([OH:3])=[O:2].[Na+:79].[Na+].[Na+].[Na+].[Na+].B(C1C=C(C[CH2:94][C:95](O)=O)C=CC=1)(O)O. (3) Given the product [F:18][CH:17]([F:19])[C:14]1[CH:15]=[CH:16][C:11]([C:2]([F:9])([F:8])[C:3]([O:5][CH2:6][CH3:7])=[O:4])=[N:12][CH:13]=1, predict the reactants needed to synthesize it. The reactants are: Br[C:2]([F:9])([F:8])[C:3]([O:5][CH2:6][CH3:7])=[O:4].Br[C:11]1[CH:16]=[CH:15][C:14]([CH:17]([F:19])[F:18])=[CH:13][N:12]=1.O. (4) The reactants are: C(OC(=O)[NH:7][CH2:8][C:9]1[CH:14]=[CH:13][CH:12]=[C:11]([NH:15][C:16]2[C:17]3[C:24]([C:25](=[O:32])[C:26]4[CH:31]=[CH:30][CH:29]=[CH:28][CH:27]=4)=[CH:23][NH:22][C:18]=3[N:19]=[CH:20][N:21]=2)[CH:10]=1)(C)(C)C.Cl. Given the product [NH2:7][CH2:8][C:9]1[CH:10]=[C:11]([NH:15][C:16]2[C:17]3[C:24]([C:25]([C:26]4[CH:27]=[CH:28][CH:29]=[CH:30][CH:31]=4)=[O:32])=[CH:23][NH:22][C:18]=3[N:19]=[CH:20][N:21]=2)[CH:12]=[CH:13][CH:14]=1, predict the reactants needed to synthesize it. (5) Given the product [Si:31]([O:48][CH2:49][C:50]1[S:54][C:53]([C:55](=[O:56])[CH2:14][CH2:13][C:12](=[O:15])[CH:11]([C:8]2[CH:7]=[CH:6][C:5]([S:2]([CH3:1])(=[O:4])=[O:3])=[CH:10][CH:9]=2)[CH2:16][CH:17]2[CH2:22][CH2:21][O:20][CH2:19][CH2:18]2)=[N:52][N:51]=1)([C:44]([CH3:45])([CH3:46])[CH3:47])([C:32]1[CH:37]=[CH:36][CH:35]=[CH:34][CH:33]=1)[C:38]1[CH:43]=[CH:42][CH:41]=[CH:40][CH:39]=1, predict the reactants needed to synthesize it. The reactants are: [CH3:1][S:2]([C:5]1[CH:10]=[CH:9][C:8]([CH:11]([CH2:16][CH:17]2[CH2:22][CH2:21][O:20][CH2:19][CH2:18]2)[C:12](=[O:15])[CH:13]=[CH2:14])=[CH:7][CH:6]=1)(=[O:4])=[O:3].C(O)C.O1CCCC1.[Si:31]([O:48][CH2:49][C:50]1[S:54][C:53]([CH:55]=[O:56])=[N:52][N:51]=1)([C:44]([CH3:47])([CH3:46])[CH3:45])([C:38]1[CH:43]=[CH:42][CH:41]=[CH:40][CH:39]=1)[C:32]1[CH:37]=[CH:36][CH:35]=[CH:34][CH:33]=1.